Task: Predict the reactants needed to synthesize the given product.. Dataset: Full USPTO retrosynthesis dataset with 1.9M reactions from patents (1976-2016) (1) Given the product [N+:13]([C:16]1[CH:17]=[CH:18][C:19]([CH2:22][NH:23][S:2]([NH:5][C:6](=[O:7])[O:12][C:8]([CH3:11])([CH3:10])[CH3:9])(=[O:4])=[O:3])=[CH:20][CH:21]=1)([O-:15])=[O:14], predict the reactants needed to synthesize it. The reactants are: Cl[S:2]([N:5]=[C:6]=[O:7])(=[O:4])=[O:3].[C:8]([OH:12])([CH3:11])([CH3:10])[CH3:9].[N+:13]([C:16]1[CH:21]=[CH:20][C:19]([CH2:22][NH2:23])=[CH:18][CH:17]=1)([O-:15])=[O:14].C(N(CC)CC)C. (2) Given the product [C:9]([O:8][C:7]([NH:6][CH2:5][CH2:4][N:3]([CH3:2])[CH:29]1[CH2:34][CH2:33][N:32]([C:35]([O:37][CH2:38][C:39]2[CH:44]=[CH:43][CH:42]=[CH:41][CH:40]=2)=[O:36])[CH2:31][CH2:30]1)=[O:13])([CH3:12])([CH3:11])[CH3:10], predict the reactants needed to synthesize it. The reactants are: Cl.[CH3:2][NH:3][CH2:4][CH2:5][NH:6][C:7](=[O:13])[O:8][C:9]([CH3:12])([CH3:11])[CH3:10].C(O[BH-](OC(=O)C)OC(=O)C)(=O)C.[Na+].O=[C:29]1[CH2:34][CH2:33][N:32]([C:35]([O:37][CH2:38][C:39]2[CH:44]=[CH:43][CH:42]=[CH:41][CH:40]=2)=[O:36])[CH2:31][CH2:30]1.C(=O)([O-])O.[Na+]. (3) Given the product [CH2:1]([N:8]1[C:12]2[CH:13]=[C:14]([C:17]([OH:19])=[O:18])[CH:15]=[CH:16][C:11]=2[N:10]=[CH:9]1)[C:2]1[CH:3]=[CH:4][CH:5]=[CH:6][CH:7]=1, predict the reactants needed to synthesize it. The reactants are: [CH2:1]([N:8]1[C:12]2[CH:13]=[C:14]([C:17]([O:19]CC)=[O:18])[CH:15]=[CH:16][C:11]=2[N:10]=[CH:9]1)[C:2]1[CH:7]=[CH:6][CH:5]=[CH:4][CH:3]=1.[OH-].[Na+]. (4) The reactants are: [CH3:1][C:2]1[CH:7]=[C:6]([CH3:8])[N:5]=[C:4]([OH:9])[N:3]=1.S(=O)(=O)(O)O.[N+:15]([O-])([O-:17])=[O:16].[K+]. Given the product [CH3:1][C:2]1[C:7]([N+:15]([O-:17])=[O:16])=[C:6]([CH3:8])[N:5]=[C:4]([OH:9])[N:3]=1, predict the reactants needed to synthesize it. (5) Given the product [NH:3]1[C:4]2[CH:9]=[CH:8][CH:7]=[CH:6][C:5]=2[N:1]=[C:2]1[C:10]1[C:11]([NH:15][CH2:20][CH2:19][C:18]#[N:21])=[N:12][O:13][N:14]=1, predict the reactants needed to synthesize it. The reactants are: [NH:1]1[C:5]2[CH:6]=[CH:7][CH:8]=[CH:9][C:4]=2[N:3]=[C:2]1[C:10]1[C:11]([NH2:15])=[N:12][O:13][N:14]=1.CO.[C:18](#[N:21])[CH:19]=[CH2:20].